This data is from NCI-60 drug combinations with 297,098 pairs across 59 cell lines. The task is: Regression. Given two drug SMILES strings and cell line genomic features, predict the synergy score measuring deviation from expected non-interaction effect. (1) Drug 1: CN1C(=O)N2C=NC(=C2N=N1)C(=O)N. Drug 2: C1=CC=C(C(=C1)C(C2=CC=C(C=C2)Cl)C(Cl)Cl)Cl. Cell line: RXF 393. Synergy scores: CSS=0.900, Synergy_ZIP=0.627, Synergy_Bliss=0.541, Synergy_Loewe=-3.04, Synergy_HSA=-3.59. (2) Drug 1: COC1=CC(=CC(=C1O)OC)C2C3C(COC3=O)C(C4=CC5=C(C=C24)OCO5)OC6C(C(C7C(O6)COC(O7)C8=CC=CS8)O)O. Drug 2: B(C(CC(C)C)NC(=O)C(CC1=CC=CC=C1)NC(=O)C2=NC=CN=C2)(O)O. Cell line: LOX IMVI. Synergy scores: CSS=23.1, Synergy_ZIP=-5.17, Synergy_Bliss=-7.27, Synergy_Loewe=-4.93, Synergy_HSA=-4.57. (3) Drug 1: CC1=CC2C(CCC3(C2CCC3(C(=O)C)OC(=O)C)C)C4(C1=CC(=O)CC4)C. Drug 2: CN(CCCl)CCCl.Cl. Cell line: PC-3. Synergy scores: CSS=7.82, Synergy_ZIP=-2.87, Synergy_Bliss=-1.71, Synergy_Loewe=-14.6, Synergy_HSA=-4.71.